Task: Predict the product of the given reaction.. Dataset: Forward reaction prediction with 1.9M reactions from USPTO patents (1976-2016) (1) Given the reactants Br[C:2]1[CH:3]=[C:4]([NH:8][C:9]([N:11]2[CH2:16][CH2:15][N:14]([C:17]([O:19][C:20]([CH3:23])([CH3:22])[CH3:21])=[O:18])[CH2:13][CH:12]2[CH2:24]O)=[O:10])[CH:5]=[CH:6][CH:7]=1.[C:26](=[NH:39])([C:33]1[CH:38]=[CH:37][CH:36]=[CH:35][CH:34]=1)[C:27]1[CH:32]=[CH:31][CH:30]=[CH:29][CH:28]=1.C1(P(C2CCCCC2)C2C=CC=CC=2C2C(C(C)C)=CC(C(C)C)=CC=2C(C)C)CCCCC1.CC(C)([O-])C.[Na+], predict the reaction product. The product is: [C:27]1([C:26](=[N:39][C:2]2[CH:3]=[C:4]([N:8]3[CH2:24][CH:12]4[CH2:13][N:14]([C:17]([O:19][C:20]([CH3:22])([CH3:23])[CH3:21])=[O:18])[CH2:15][CH2:16][N:11]4[C:9]3=[O:10])[CH:5]=[CH:6][CH:7]=2)[C:33]2[CH:34]=[CH:35][CH:36]=[CH:37][CH:38]=2)[CH:32]=[CH:31][CH:30]=[CH:29][CH:28]=1. (2) Given the reactants [O:1]=[C:2](Cl)OC(Cl)(Cl)Cl.[F:9][C:10]1([F:33])[O:15][C:14]2[CH:16]=[C:17]([F:28])[C:18]([NH:20][NH:21][C:22](=[O:27])[C:23]([CH3:26])([CH3:25])[CH3:24])=[CH:19][C:13]=2[N:12]([CH2:29][C:30]#[CH:31])[C:11]1=[O:32], predict the reaction product. The product is: [CH:14]([O:15][CH:10]([CH3:11])[CH3:2])([CH3:16])[CH3:13].[C:23]([C:22]1[O:27][C:2](=[O:1])[N:20]([C:18]2[C:17]([F:28])=[CH:16][C:14]3[O:15][C:10]([F:9])([F:33])[C:11](=[O:32])[N:12]([CH2:29][C:30]#[CH:31])[C:13]=3[CH:19]=2)[N:21]=1)([CH3:24])([CH3:25])[CH3:26]. (3) Given the reactants [F:1][C:2]1[CH:7]=[C:6]([I:8])[CH:5]=[CH:4][C:3]=1[NH:9][C:10]1[C:11]([C:18]([OH:20])=O)=[N:12][N:13]([CH3:17])[C:14](=[O:16])[CH:15]=1.ON1C2C=CC=CC=2N=N1.Cl.CN(C)CCCN=C=NCC.[OH:43][C:44]1([C@@H:48]([NH:50][C:51](=[O:57])[O:52][C:53]([CH3:56])([CH3:55])[CH3:54])[CH3:49])[CH2:47][NH:46][CH2:45]1, predict the reaction product. The product is: [F:1][C:2]1[CH:7]=[C:6]([I:8])[CH:5]=[CH:4][C:3]=1[NH:9][C:10]1[C:11]([C:18]([N:46]2[CH2:47][C:44]([C@@H:48]([NH:50][C:51](=[O:57])[O:52][C:53]([CH3:56])([CH3:55])[CH3:54])[CH3:49])([OH:43])[CH2:45]2)=[O:20])=[N:12][N:13]([CH3:17])[C:14](=[O:16])[CH:15]=1.